This data is from Catalyst prediction with 721,799 reactions and 888 catalyst types from USPTO. The task is: Predict which catalyst facilitates the given reaction. (1) Product: [NH2:8][C@H:9]([C:22]([N:24]1[CH2:25][CH2:26][CH:27]([N:30]2[N:39]=[C:38]([C:40]3[CH:45]=[CH:44][C:43]([O:46][CH3:47])=[C:42]([O:48][CH3:49])[CH:41]=3)[C@@H:37]3[C@@H:32]([CH2:33][CH2:34][CH2:35][CH2:36]3)[C:31]2=[O:50])[CH2:28][CH2:29]1)=[O:23])[CH2:10][CH2:11][C:12]([O:14][CH2:15][C:16]1[CH:21]=[CH:20][CH:19]=[CH:18][CH:17]=1)=[O:13]. The catalyst class is: 89. Reactant: C(OC([NH:8][C@H:9]([C:22]([N:24]1[CH2:29][CH2:28][CH:27]([N:30]2[N:39]=[C:38]([C:40]3[CH:45]=[CH:44][C:43]([O:46][CH3:47])=[C:42]([O:48][CH3:49])[CH:41]=3)[C@@H:37]3[C@@H:32]([CH2:33][CH2:34][CH2:35][CH2:36]3)[C:31]2=[O:50])[CH2:26][CH2:25]1)=[O:23])[CH2:10][CH2:11][C:12]([O:14][CH2:15][C:16]1[CH:21]=[CH:20][CH:19]=[CH:18][CH:17]=1)=[O:13])=O)(C)(C)C. (2) Reactant: [CH3:1][O:2][CH2:3][CH2:4][OH:5].CC(C)([O-])C.F[C:12]1[CH:17]=[C:16]([F:18])[CH:15]=[CH:14][C:13]=1[N+:19]([O-:21])=[O:20]. Product: [F:18][C:16]1[CH:15]=[CH:14][C:13]([N+:19]([O-:21])=[O:20])=[C:12]([O:5][CH2:4][CH2:3][O:2][CH3:1])[CH:17]=1. The catalyst class is: 56.